Predict the reactants needed to synthesize the given product. From a dataset of Full USPTO retrosynthesis dataset with 1.9M reactions from patents (1976-2016). Given the product [CH3:1][C:2]1[CH:3]=[CH:4][C:5]([CH2:6][C:7]2[O:11][N:10]=[C:9]([C:12]([OH:14])=[O:13])[CH:8]=2)=[CH:17][CH:18]=1, predict the reactants needed to synthesize it. The reactants are: [CH3:1][C:2]1[CH:18]=[CH:17][C:5]([CH2:6][C:7]2[O:11][N:10]=[C:9]([C:12]([O:14]CC)=[O:13])[CH:8]=2)=[CH:4][CH:3]=1.C(O)C.[OH-].[Na+].